This data is from Full USPTO retrosynthesis dataset with 1.9M reactions from patents (1976-2016). The task is: Predict the reactants needed to synthesize the given product. The reactants are: [NH2:1][C:2]1[C:7]([C:8]2[CH:13]=[C:12]([Cl:14])[CH:11]=[C:10]([Cl:15])[C:9]=2[Cl:16])=[N:6][CH:5]=[C:4](Cl)[N:3]=1.[NH3:18]. Given the product [NH2:1][C:2]1[C:7]([C:8]2[CH:13]=[C:12]([Cl:14])[CH:11]=[C:10]([Cl:15])[C:9]=2[Cl:16])=[N:6][CH:5]=[C:4]([NH2:18])[N:3]=1, predict the reactants needed to synthesize it.